Task: Regression. Given a peptide amino acid sequence and an MHC pseudo amino acid sequence, predict their binding affinity value. This is MHC class I binding data.. Dataset: Peptide-MHC class I binding affinity with 185,985 pairs from IEDB/IMGT (1) The peptide sequence is LVDENQSWY. The MHC is HLA-A02:16 with pseudo-sequence HLA-A02:16. The binding affinity (normalized) is 0.0847. (2) The peptide sequence is YQCGHYTHI. The MHC is HLA-A24:02 with pseudo-sequence HLA-A24:02. The binding affinity (normalized) is 0.561. (3) The peptide sequence is NMWREILSNT. The MHC is HLA-A68:02 with pseudo-sequence HLA-A68:02. The binding affinity (normalized) is 0. (4) The peptide sequence is TLLCGAATA. The MHC is HLA-A02:03 with pseudo-sequence HLA-A02:03. The binding affinity (normalized) is 0.808.